Dataset: Antibody paratope prediction from SAbDab with 1,023 antibody chains. Task: Token-level Classification. Given an antibody amino acid sequence, predict which amino acid positions are active in antigen binding. Output is a list of indices for active paratope positions. (1) Given the antibody sequence: VQLVESGPGLVKPSDILSLTCAVSGYSISSNYYWGWIRQPPGKGLEWIGSIYHSGSTYYKPSLESRLGISVDTSKNQFSLKLSFVSAADTAVYYCARHVRSGYPDTAYYFDKWGQGTLVTVSS, which amino acid positions are active in antigen binding (paratope)? The paratope positions are: [31, 52, 53, 82, 83, 84, 103, 104, 105, 106, 107, 108, 109]. (2) Given the antibody sequence: QVQLVQSGAEVKKPGASVKVSCQASGYRFSNFVIHWVRQAPGQRFEWMGWINPYNGNKEFSAKFQDRVTFTADTSANTAYMELRSLRSADTAVYYCARVGPYSWDDSPQDNYYMDVWGKGTTVIVSS, which amino acid positions are active in antigen binding (paratope)? The paratope positions are: [52, 83, 84, 85, 104, 105, 106, 107, 108, 109, 110, 111, 112, 113].